Dataset: Full USPTO retrosynthesis dataset with 1.9M reactions from patents (1976-2016). Task: Predict the reactants needed to synthesize the given product. (1) Given the product [OH:32][CH:31]([C:33]1[CH:34]=[CH:35][C:36]([OH:44])=[C:37]([NH:39][S:40]([CH3:43])(=[O:42])=[O:41])[CH:38]=1)[CH2:30][NH:29][CH:2]1[CH2:3][CH2:4][N:5]([C:8]2[CH:9]=[CH:10][C:11]([NH:14][S:15]([C:18]3[S:19][C:20]([C:23]4[CH:28]=[CH:27][CH:26]=[CH:25][N:24]=4)=[CH:21][CH:22]=3)(=[O:17])=[O:16])=[CH:12][CH:13]=2)[CH2:6][CH2:7]1, predict the reactants needed to synthesize it. The reactants are: O=[C:2]1[CH2:7][CH2:6][N:5]([C:8]2[CH:13]=[CH:12][C:11]([NH:14][S:15]([C:18]3[S:19][C:20]([C:23]4[CH:28]=[CH:27][CH:26]=[CH:25][N:24]=4)=[CH:21][CH:22]=3)(=[O:17])=[O:16])=[CH:10][CH:9]=2)[CH2:4][CH2:3]1.[NH2:29][CH2:30][CH:31]([C:33]1[CH:34]=[CH:35][C:36]([OH:44])=[C:37]([NH:39][S:40]([CH3:43])(=[O:42])=[O:41])[CH:38]=1)[OH:32]. (2) Given the product [C:38]([C:28]1[CH:27]=[CH:26][CH:25]=[CH:24][C:23]=1[O:22][CH2:21][C@@H:20]([OH:29])[CH2:19][NH:18][CH:15]1[CH2:14][CH2:13][N:12]([C:10](=[O:11])[CH2:9][O:8][C:7]2[CH:6]=[CH:5][C:4]([C:30]3[CH2:31][CH2:32][C:33](=[O:36])[NH:34][N:35]=3)=[CH:3][C:2]=2[Cl:1])[CH2:17][CH2:16]1)(=[O:37])[CH3:39], predict the reactants needed to synthesize it. The reactants are: [Cl:1][C:2]1[CH:3]=[C:4]([C:30]2[CH2:31][CH2:32][C:33](=[O:36])[NH:34][N:35]=2)[CH:5]=[CH:6][C:7]=1[O:8][CH2:9][C:10]([N:12]1[CH2:17][CH2:16][CH:15]([NH:18][CH2:19][C@H:20]([OH:29])[CH2:21][O:22][C:23]2[CH:28]=[CH:27][CH:26]=[CH:25][CH:24]=2)[CH2:14][CH2:13]1)=[O:11].[OH:37][CH2:38][C:39](C1C=CC=CC=1)=O. (3) Given the product [Cl:1][C:2]1[CH:3]=[C:4]([C@@H:12]([CH2:25][CH:26]2[CH2:30][CH2:29][CH2:28][CH2:27]2)[C:13]([NH:15][C:16]2[CH:20]=[CH:19][N:18]([CH2:21][CH2:22][O:24][CH3:31])[N:17]=2)=[O:14])[CH:5]=[CH:6][C:7]=1[S:8]([CH3:11])(=[O:9])=[O:10], predict the reactants needed to synthesize it. The reactants are: [Cl:1][C:2]1[CH:3]=[C:4]([C@@H:12]([CH2:25][CH:26]2[CH2:30][CH2:29][CH2:28][CH2:27]2)[C:13]([NH:15][C:16]2[CH:20]=[CH:19][N:18]([CH2:21][C:22]([OH:24])=O)[N:17]=2)=[O:14])[CH:5]=[CH:6][C:7]=1[S:8]([CH3:11])(=[O:10])=[O:9].[C:31](Cl)(=O)C(Cl)=O.N1C(C)=CC=CC=1C.COCCN1C=CC(N)=N1. (4) Given the product [C:71]([O:5][C:3](=[O:4])[N:27]([CH:24]1[CH2:23][CH2:22][N:21]([CH2:20][C:19]2[CH:43]=[CH:44][C:16]([Cl:15])=[CH:17][CH:18]=2)[CH2:26][CH2:25]1)[CH2:28][CH2:29][CH2:30][O:46][C:45]1[CH:52]=[CH:51][CH:50]=[CH:49][C:47]=1[OH:48])([CH3:70])([CH3:66])[CH3:9], predict the reactants needed to synthesize it. The reactants are: FC(F)(F)[C:3]([OH:5])=[O:4].F[C:9](F)(F)C(O)=O.[Cl:15][C:16]1[CH:44]=[CH:43][C:19]([CH2:20][N:21]2[CH2:26][CH2:25][CH:24]([NH:27][CH2:28][CH2:29][CH2:30]OC3C=CC=CC=3CCC(O)=O)[CH2:23][CH2:22]2)=[CH:18][CH:17]=1.[C:45]1([C:47](=[CH:49][CH:50]=[CH:51][CH:52]=1)[OH:48])[OH:46].C1C=CC(P([C:66]2[CH:71]=[CH:70]C=CC=2)C2C=CC=CC=2)=CC=1.CCOC(/N=N/C(OCC)=O)=O. (5) Given the product [CH3:3][C:2]([CH3:4])([CH:1]=[O:5])[CH2:8][CH2:7][C:6]#[N:9], predict the reactants needed to synthesize it. The reactants are: [CH:1](=[O:5])[CH:2]([CH3:4])[CH3:3].[C:6](#[N:9])[CH:7]=[CH2:8].[OH-].[Na+]. (6) The reactants are: [Br:1][C:2]1[N:7]2[CH:8]=[CH:9][N:10]=[C:6]2[C:5](Br)=[N:4][CH:3]=1.[Si:12]([O:19][CH2:20][C:21]1[S:25][C:24]([NH2:26])=[N:23][CH:22]=1)([C:15]([CH3:18])([CH3:17])[CH3:16])([CH3:14])[CH3:13]. Given the product [Br:1][C:2]1[N:7]2[CH:8]=[CH:9][N:10]=[C:6]2[C:5]([NH:26][C:24]2[S:25][C:21]([CH2:20][O:19][Si:12]([C:15]([CH3:18])([CH3:17])[CH3:16])([CH3:13])[CH3:14])=[CH:22][N:23]=2)=[N:4][CH:3]=1, predict the reactants needed to synthesize it. (7) Given the product [CH:5]([C:8]1[CH:9]=[CH:10][C:11]([O:14][CH3:15])=[C:12]([C:16]([C:17]2[CH:22]=[CH:21][CH:20]=[CH:19][CH:18]=2)=[O:23])[CH:13]=1)([CH3:7])[CH3:6], predict the reactants needed to synthesize it. The reactants are: [Cl-].[Al+3].[Cl-].[Cl-].[CH:5]([C:8]1[CH:13]=[CH:12][C:11]([O:14][CH3:15])=[CH:10][CH:9]=1)([CH3:7])[CH3:6].[C:16](Cl)(=[O:23])[C:17]1[CH:22]=[CH:21][CH:20]=[CH:19][CH:18]=1. (8) Given the product [F:1][C:2]1[CH:3]=[C:4]([C@H:8]2[CH2:12][C:11](=[O:13])[CH2:10][N:9]2[C:14]([O:16][C:17]([CH3:20])([CH3:19])[CH3:18])=[O:15])[CH:5]=[CH:6][CH:7]=1, predict the reactants needed to synthesize it. The reactants are: [F:1][C:2]1[CH:3]=[C:4]([C@H:8]2[CH2:12][C@@H:11]([OH:13])[CH2:10][N:9]2[C:14]([O:16][C:17]([CH3:20])([CH3:19])[CH3:18])=[O:15])[CH:5]=[CH:6][CH:7]=1.ClN1C(=O)N(Cl)C(=O)N(Cl)C1=O.CC1(C)N([O])C(C)(C)CCC1.C([O-])(O)=O.[Na+]. (9) Given the product [C:15]1([CH:14]([C:21]2[CH:26]=[CH:25][CH:24]=[CH:23][CH:22]=2)[CH2:13][NH:12][C:10]2[C:9]3[C:4](=[CH:5][CH:6]=[CH:7][CH:8]=3)[N:3]=[C:2]([C:31]3[CH:32]=[CH:33][CH:34]=[C:35]4[C:30]=3[CH:29]=[N:28][NH:27]4)[N:11]=2)[CH:20]=[CH:19][CH:18]=[CH:17][CH:16]=1, predict the reactants needed to synthesize it. The reactants are: Cl[C:2]1[N:11]=[C:10]([NH:12][CH2:13][CH:14]([C:21]2[CH:26]=[CH:25][CH:24]=[CH:23][CH:22]=2)[C:15]2[CH:20]=[CH:19][CH:18]=[CH:17][CH:16]=2)[C:9]2[C:4](=[CH:5][CH:6]=[CH:7][CH:8]=2)[N:3]=1.[NH:27]1[C:35]2[CH:34]=[CH:33][CH:32]=[C:31](B(O)O)[C:30]=2[CH:29]=[N:28]1.C(NC1C2C(=CC=CC=2)N=C(C2SC3C=CC=CC=3C=2)N=1)(C1C=CC=CC=1)C1C=CC=CC=1. (10) Given the product [Br:30][C:9]1[CH:10]=[C:11]([C:15]#[N:16])[C:12](=[O:14])[NH:13][C:8]=1[C:3]1[CH:4]=[CH:5][CH:6]=[CH:7][C:2]=1[Cl:1], predict the reactants needed to synthesize it. The reactants are: [Cl:1][C:2]1[CH:7]=[CH:6][CH:5]=[CH:4][C:3]=1[C:8]1[NH:13][C:12](=[O:14])[C:11]([C:15]#[N:16])=[CH:10][CH:9]=1.O1CCOCC1.C1C(=O)N([Br:30])C(=O)C1.